From a dataset of Reaction yield outcomes from USPTO patents with 853,638 reactions. Predict the reaction yield, written as a fraction of the theoretical maximum amount of product (1.0 means a 100% yield; for example, 0.34 means a 34% yield). (1) The reactants are C[O:2][C:3](=[O:13])[CH:4]=[CH:5][C:6]1[CH:7]=[N:8][C:9]([Cl:12])=[CH:10][CH:11]=1.[Li+].[OH-]. The catalyst is C1COCC1.O. The product is [Cl:12][C:9]1[N:8]=[CH:7][C:6]([CH:5]=[CH:4][C:3]([OH:13])=[O:2])=[CH:11][CH:10]=1. The yield is 0.800. (2) The reactants are Cl[CH2:2][C:3]1[CH:8]=[CH:7][CH:6]=[CH:5][C:4]=1[CH2:9][C:10]([OH:12])=[O:11].[NH:13]1[CH2:18][CH2:17][O:16][CH2:15][CH2:14]1. The catalyst is C1COCC1.C(OCC)(=O)C. The product is [O:16]1[CH2:17][CH2:18][N:13]([CH2:2][C:3]2[CH:8]=[CH:7][CH:6]=[CH:5][C:4]=2[CH2:9][C:10]([OH:12])=[O:11])[CH2:14][CH2:15]1. The yield is 0.870. (3) The reactants are [F:1][C:2]1[CH:24]=[CH:23][C:5]([CH2:6][N:7]2[CH2:11][CH2:10][N:9]([C:12]3[CH:13]=[C:14]([CH:19]=[CH:20][N:21]=3)[C:15]([O:17]C)=[O:16])[C:8]2=[O:22])=[CH:4][CH:3]=1.O.[OH-].[Li+]. The catalyst is O1CCCC1.O. The product is [F:1][C:2]1[CH:3]=[CH:4][C:5]([CH2:6][N:7]2[CH2:11][CH2:10][N:9]([C:12]3[CH:13]=[C:14]([CH:19]=[CH:20][N:21]=3)[C:15]([OH:17])=[O:16])[C:8]2=[O:22])=[CH:23][CH:24]=1. The yield is 0.950. (4) The reactants are O[Li].O.O.C([O:9][C:10]([C:12]1([CH2:17][CH2:18][CH2:19][CH2:20][CH2:21][C:22](=[O:40])[CH2:23][CH2:24][CH2:25][CH2:26][CH2:27][C:28]2([C:33]([O:35]CCCC)=[O:34])[CH2:32][CH2:31][CH2:30][CH2:29]2)[CH2:16][CH2:15][CH2:14][CH2:13]1)=[O:11])CCC. The catalyst is CCO. The product is [C:33]([C:28]1([CH2:27][CH2:26][CH2:25][CH2:24][CH2:23][C:22](=[O:40])[CH2:21][CH2:20][CH2:19][CH2:18][CH2:17][C:12]2([C:10]([OH:11])=[O:9])[CH2:16][CH2:15][CH2:14][CH2:13]2)[CH2:29][CH2:30][CH2:31][CH2:32]1)([OH:35])=[O:34]. The yield is 0.830. (5) The reactants are [CH3:1][C:2]1[C:7](/[CH:8]=[CH:9]/[C:10](/[CH3:20])=[CH:11]/[CH:12]=[CH:13]/[C:14](/[CH3:19])=[CH:15]\[C:16]([OH:18])=[O:17])=[C:6]([CH3:21])[C:5]([CH3:22])=[C:4]([O:23][CH3:24])[CH:3]=1. The catalyst is O1CCCC1. The product is [CH3:1][C:2]1[C:7](/[CH:8]=[CH:9]/[C:10](/[CH3:20])=[CH:11]/[CH:12]=[CH:13]/[C:14](/[CH3:19])=[CH:15]/[C:16]([OH:18])=[O:17])=[C:6]([CH3:21])[C:5]([CH3:22])=[C:4]([O:23][CH3:24])[CH:3]=1. The yield is 0.994. (6) The reactants are I[C:2]1[CH:3]=[C:4]2[N:10]=[CH:9][N:8]([CH2:11][C:12]3[CH:17]=[CH:16][C:15]([O:18][CH2:19][C:20]4[CH:21]=[N:22][C:23]([O:26][CH3:27])=[CH:24][CH:25]=4)=[C:14]([O:28][CH3:29])[CH:13]=3)[C:5]2=[N:6][CH:7]=1.CC1(C)C(C)(C)OB([C:38]2[CH:39]=[N:40][N:41]([CH:43]3[CH2:48][CH2:47][N:46]([C:49]([O:51][C:52]([CH3:55])([CH3:54])[CH3:53])=[O:50])[CH2:45][CH2:44]3)[CH:42]=2)O1.C(=O)([O-])[O-].[K+].[K+]. The catalyst is CN(C)C=O.O.C1(P([Pd-4](P(C2C=CC=CC=2)(C2C=CC=CC=2)C2C=CC=CC=2)(P(C2C=CC=CC=2)(C2C=CC=CC=2)C2C=CC=CC=2)P(C2C=CC=CC=2)(C2C=CC=CC=2)C2C=CC=CC=2)(C2C=CC=CC=2)C2C=CC=CC=2)C=CC=CC=1. The product is [CH3:29][O:28][C:14]1[CH:13]=[C:12]([CH:17]=[CH:16][C:15]=1[O:18][CH2:19][C:20]1[CH:21]=[N:22][C:23]([O:26][CH3:27])=[CH:24][CH:25]=1)[CH2:11][N:8]1[C:5]2=[N:6][CH:7]=[C:2]([C:38]3[CH:39]=[N:40][N:41]([CH:43]4[CH2:44][CH2:45][N:46]([C:49]([O:51][C:52]([CH3:55])([CH3:54])[CH3:53])=[O:50])[CH2:47][CH2:48]4)[CH:42]=3)[CH:3]=[C:4]2[N:10]=[CH:9]1. The yield is 0.600. (7) The reactants are [Cl:1][C:2]1[CH:3]=[C:4](/[C:12](=[N:16]\[O:17][CH:18]2[CH2:23][CH2:22][CH2:21][CH2:20][CH2:19]2)/[C:13](O)=[O:14])[CH:5]=[CH:6][C:7]=1[S:8]([CH3:11])(=[O:10])=[O:9].C(N(CC)C(C)C)(C)C.[NH2:33][C:34]1[S:35][C:36]([C:39]([NH2:41])=[O:40])=[CH:37][N:38]=1.CN(C)C=O. The catalyst is C(Cl)Cl. The product is [Cl:1][C:2]1[CH:3]=[C:4](/[C:12](=[N:16]\[O:17][CH:18]2[CH2:19][CH2:20][CH2:21][CH2:22][CH2:23]2)/[C:13]([NH:33][C:34]2[S:35][C:36]([C:39]([NH2:41])=[O:40])=[CH:37][N:38]=2)=[O:14])[CH:5]=[CH:6][C:7]=1[S:8]([CH3:11])(=[O:9])=[O:10]. The yield is 0.220. (8) The reactants are [C:1]1([NH:7][NH2:8])[CH:6]=[CH:5][CH:4]=[CH:3][CH:2]=1.OS(O)(=O)=O.[C:14]([CH2:16][C:17](=O)[C:18]([O:20][CH2:21][CH3:22])=[O:19])#[N:15].[Na]. The catalyst is O.C(Cl)(Cl)Cl.CCO. The product is [CH2:21]([O:20][C:18]([C:17]1[CH:16]=[C:14]([NH2:15])[N:7]([C:1]2[CH:6]=[CH:5][CH:4]=[CH:3][CH:2]=2)[N:8]=1)=[O:19])[CH3:22]. The yield is 0.800. (9) The reactants are [C:1]1([C:7]2[N:12]=[CH:11][N:10]=[C:9]([C:13]3[C:17]4[C:18]([NH:22][CH:23]([CH3:25])[CH3:24])=[N:19][CH:20]=[CH:21][C:16]=4[N:15](CC4C=CC(OC)=CC=4)[N:14]=3)[CH:8]=2)[CH2:6][CH2:5][CH2:4][CH2:3][CH:2]=1.ClC1N=CN=C(C2C3C(NC(C)C)=NC=CC=3N(CC3C=CC(OC)=CC=3)N=2)C=1.C1(B2OC(C)(C)C(C)(C)O2)CCCC=C1.C([O-])([O-])=O.[Na+].[Na+]. The catalyst is CC#N. The product is [CH:1]1([C:7]2[N:12]=[CH:11][N:10]=[C:9]([C:13]3[C:17]4[C:18]([NH:22][CH:23]([CH3:25])[CH3:24])=[N:19][CH:20]=[CH:21][C:16]=4[NH:15][N:14]=3)[CH:8]=2)[CH2:2][CH2:3][CH2:4][CH2:5][CH2:6]1. The yield is 0.370. (10) The product is [Cl:1][C:2]1[S:6][C:5]([S:7]([NH:10][C:11]2[CH:19]=[CH:18][C:14]([C:15]([O:17][CH2:37][CH2:36][CH2:35][Br:34])=[O:16])=[C:13]([OH:20])[CH:12]=2)(=[O:9])=[O:8])=[CH:4][C:3]=1[C:21]1[CH:26]=[C:25]([F:27])[CH:24]=[CH:23][C:22]=1[OH:28]. The yield is 0.600. The catalyst is CC#N. The reactants are [Cl:1][C:2]1[S:6][C:5]([S:7]([NH:10][C:11]2[CH:19]=[CH:18][C:14]([C:15]([OH:17])=[O:16])=[C:13]([OH:20])[CH:12]=2)(=[O:9])=[O:8])=[CH:4][C:3]=1[C:21]1[CH:26]=[C:25]([F:27])[CH:24]=[CH:23][C:22]=1[OH:28].OS(O)(=O)=O.[Br:34][CH2:35][CH2:36][CH2:37]O.